This data is from Full USPTO retrosynthesis dataset with 1.9M reactions from patents (1976-2016). The task is: Predict the reactants needed to synthesize the given product. (1) Given the product [F:5][C:6]1[CH:24]=[CH:23][CH:22]=[CH:21][C:7]=1[CH2:8][C:9]1[C:17]2[C:12](=[CH:13][CH:14]=[C:15]([NH2:18])[CH:16]=2)[NH:11][N:10]=1, predict the reactants needed to synthesize it. The reactants are: C([O-])=O.[NH4+].[F:5][C:6]1[CH:24]=[CH:23][CH:22]=[CH:21][C:7]=1[CH2:8][C:9]1[C:17]2[C:12](=[CH:13][CH:14]=[C:15]([N+:18]([O-])=O)[CH:16]=2)[NH:11][N:10]=1. (2) Given the product [CH:15]([O:14][C:12]([N:11]1[CH2:18][CH2:19][CH2:20][C:21](=[O:23])[C:4]2[C:9]([F:10])=[CH:8][CH:7]=[CH:6][C:5]1=2)=[O:13])([CH3:16])[CH3:17], predict the reactants needed to synthesize it. The reactants are: COC(=O)[C:4]1[C:9]([F:10])=[CH:8][CH:7]=[CH:6][C:5]=1[N:11]([CH2:18][CH2:19][CH2:20][C:21]([O:23]CC)=O)[C:12]([O:14][CH:15]([CH3:17])[CH3:16])=[O:13].CC(C)([O-])C.[K+].Cl.[Cl-].[Li+].